From a dataset of Forward reaction prediction with 1.9M reactions from USPTO patents (1976-2016). Predict the product of the given reaction. The product is: [OH:11][CH2:10][C:8]1[N:7]=[C:6]([CH3:12])[N:5]([CH2:4][C:3]([O-:13])=[O:2])[CH:9]=1.[K+:18]. Given the reactants C[O:2][C:3](=[O:13])[CH2:4][N:5]1[CH:9]=[C:8]([CH2:10][OH:11])[N:7]=[C:6]1[CH3:12].C(=O)([O-])[O-].[K+:18].[K+], predict the reaction product.